Dataset: Forward reaction prediction with 1.9M reactions from USPTO patents (1976-2016). Task: Predict the product of the given reaction. (1) Given the reactants [OH-].[Na+].[CH3:3][O:4][C:5]1[CH:6]=[C:7]([CH2:11][C:12]#N)[CH:8]=[CH:9][CH:10]=1.[Cl:14][C:15]1[CH:20]=[CH:19][C:18]([C:21]2([C:26]3[CH:31]=C[C:29]([N+:32]([O-])=[O:33])=[CH:28][CH:27]=3)[O:25][CH2:24][CH2:23][O:22]2)=[CH:17][CH:16]=1.O, predict the reaction product. The product is: [Cl:14][C:15]1[CH:16]=[CH:17][C:18]([C:21]2([C:26]3[CH:27]=[CH:28][C:29]4[C:12]([CH:31]=3)=[C:11]([C:7]3[CH:8]=[CH:9][CH:10]=[C:5]([O:4][CH3:3])[CH:6]=3)[O:33][N:32]=4)[O:22][CH2:23][CH2:24][O:25]2)=[CH:19][CH:20]=1. (2) Given the reactants O.[OH-].[Li+].[F:4][C:5]1[CH:6]=[C:7]([C@@H:11]2[CH2:20][CH2:19][CH2:18][C@H:17]3[N:12]2[C:13](=[O:29])[CH:14](P(=O)(OCC)OCC)[CH2:15][CH2:16]3)[CH:8]=[CH:9][CH:10]=1.[CH3:30][O:31][C:32]1[CH:33]=[C:34]([CH:37]=[CH:38][C:39]=1[N:40]1[CH:44]=[C:43]([CH3:45])[N:42]=[CH:41]1)[CH:35]=O.C(OCC)(=O)C, predict the reaction product. The product is: [F:4][C:5]1[CH:6]=[C:7]([C@@H:11]2[CH2:20][CH2:19][CH2:18][C@H:17]3[N:12]2[C:13](=[O:29])/[C:14](=[CH:35]/[C:34]2[CH:37]=[CH:38][C:39]([N:40]4[CH:44]=[C:43]([CH3:45])[N:42]=[CH:41]4)=[C:32]([O:31][CH3:30])[CH:33]=2)/[CH2:15][CH2:16]3)[CH:8]=[CH:9][CH:10]=1. (3) Given the reactants [O:1]=[S:2]1(=[O:25])[CH2:6][C:5]2[CH:7]=[C:8]([C:11]3[CH:12]=[N:13][C:14]([O:23][CH3:24])=[C:15]4[C:20]=3[N:19]=[C:18]([C:21]#[N:22])[CH:17]=[CH:16]4)[CH:9]=[CH:10][C:4]=2[NH:3]1.[OH-:26].[Na+].Cl.O1CCOCC1.CN(C(ON1N=NC2C=CC=NC1=2)=[N+](C)C)C.F[P-](F)(F)(F)(F)F.[CH3:59]N.C1COCC1.CCN(C(C)C)C(C)C, predict the reaction product. The product is: [O:25]=[S:2]1(=[O:1])[CH2:6][C:5]2[CH:7]=[C:8]([C:11]3[CH:12]=[N:13][C:14]([O:23][CH3:24])=[C:15]4[C:20]=3[N:19]=[C:18]([C:21]([NH:22][CH3:59])=[O:26])[CH:17]=[CH:16]4)[CH:9]=[CH:10][C:4]=2[NH:3]1. (4) Given the reactants I[CH:2]([C:4]1[CH:12]=[CH:11][CH:10]=[C:9]2[C:5]=1[CH:6]=[CH:7][N:8]2[S:13]([C:16]1[CH:21]=[CH:20][CH:19]=[CH:18][CH:17]=1)(=[O:15])=[O:14])[CH3:3].[CH3:22][NH2:23], predict the reaction product. The product is: [CH3:22][NH:23][CH:2]([C:4]1[CH:12]=[CH:11][CH:10]=[C:9]2[C:5]=1[CH:6]=[CH:7][N:8]2[S:13]([C:16]1[CH:21]=[CH:20][CH:19]=[CH:18][CH:17]=1)(=[O:15])=[O:14])[CH3:3]. (5) Given the reactants [H-].[H-].COCCO[Al+]OCCOC.[Na+].[Si:15]([O:22][CH:23]1[CH2:32][C:31]([CH3:34])([CH3:33])[CH2:30][C:29]2[N:28]=[C:27]([CH:35]3[CH2:39][CH2:38][CH2:37][CH2:36]3)[C:26]([C:40]([C:42]3[CH:47]=[CH:46][C:45]([C:48]([F:51])([F:50])[F:49])=[CH:44][CH:43]=3)=[O:41])=[C:25]([C:52]3[CH:57]=[CH:56][C:55]([F:58])=[C:54]([F:59])[CH:53]=3)[C:24]1=2)([C:18]([CH3:21])([CH3:20])[CH3:19])([CH3:17])[CH3:16], predict the reaction product. The product is: [Si:15]([O:22][CH:23]1[CH2:32][C:31]([CH3:34])([CH3:33])[CH2:30][C:29]2[N:28]=[C:27]([CH:35]3[CH2:36][CH2:37][CH2:38][CH2:39]3)[C:26]([CH:40]([C:42]3[CH:43]=[CH:44][C:45]([C:48]([F:51])([F:49])[F:50])=[CH:46][CH:47]=3)[OH:41])=[C:25]([C:52]3[CH:57]=[CH:56][C:55]([F:58])=[C:54]([F:59])[CH:53]=3)[C:24]1=2)([C:18]([CH3:19])([CH3:20])[CH3:21])([CH3:17])[CH3:16]. (6) Given the reactants [C:1]([O:5][C:6]([N:8]1[CH2:13][CH2:12][CH:11]([C:14]([NH:16][NH:17][C:18](=[O:21])[CH2:19][Cl:20])=O)[CH2:10][CH2:9]1)=[O:7])([CH3:4])([CH3:3])[CH3:2].N1C=CC=CC=1.FC(F)(F)C(OC(=O)C(F)(F)F)=O, predict the reaction product. The product is: [C:1]([O:5][C:6]([N:8]1[CH2:9][CH2:10][CH:11]([C:14]2[O:21][C:18]([CH2:19][Cl:20])=[N:17][N:16]=2)[CH2:12][CH2:13]1)=[O:7])([CH3:2])([CH3:3])[CH3:4]. (7) Given the reactants [C:1]([O:5][C:6]([N:8]1[CH2:13][CH2:12][N:11]([C:14]([C:16]2[C:24]3[C:19](=[C:20]([Cl:25])[N:21]=[CH:22][CH:23]=3)[N:18]([C:26]3[CH:31]=[CH:30][CH:29]=[CH:28][CH:27]=3)[C:17]=2Cl)=[O:15])[CH2:10][CH2:9]1)=[O:7])([CH3:4])([CH3:3])[CH3:2].C(OC(N1CCN(C(C2C3C(=C([CH2:57][C:58]4[CH:63]=[CH:62][CH:61]=[C:60]([F:64])[C:59]=4[CH3:65])N=CC=3)N(C3C=CC=CC=3)C=2[CH2:57][C:58]2[CH:63]=[CH:62][CH:61]=[C:60]([F:64])[C:59]=2[CH3:65])=O)CC1)=O)(C)(C)C, predict the reaction product. The product is: [C:1]([O:5][C:6]([N:8]1[CH2:9][CH2:10][N:11]([C:14]([C:16]2[C:24]3[C:19](=[C:20]([Cl:25])[N:21]=[CH:22][CH:23]=3)[N:18]([C:26]3[CH:27]=[CH:28][CH:29]=[CH:30][CH:31]=3)[C:17]=2[CH2:57][C:58]2[CH:63]=[CH:62][CH:61]=[C:60]([F:64])[C:59]=2[CH3:65])=[O:15])[CH2:12][CH2:13]1)=[O:7])([CH3:3])([CH3:2])[CH3:4].